Dataset: Aqueous solubility values for 9,982 compounds from the AqSolDB database. Task: Regression/Classification. Given a drug SMILES string, predict its absorption, distribution, metabolism, or excretion properties. Task type varies by dataset: regression for continuous measurements (e.g., permeability, clearance, half-life) or binary classification for categorical outcomes (e.g., BBB penetration, CYP inhibition). For this dataset (solubility_aqsoldb), we predict Y. (1) The Y is -0.860 log mol/L. The drug is CC(=O)Nc1ncc2ncn(COCCO)c2n1. (2) The molecule is C[C@H](CC(=O)O)C(=O)O. The Y is 0.631 log mol/L. (3) The drug is CC1OC(C)OC(C)OC(C)O1. The Y is -2.90 log mol/L. (4) The Y is -6.84 log mol/L. The drug is Brc1cc2oc3cc(Br)c(Br)cc3c2cc1Br.